This data is from Peptide-MHC class I binding affinity with 185,985 pairs from IEDB/IMGT. The task is: Regression. Given a peptide amino acid sequence and an MHC pseudo amino acid sequence, predict their binding affinity value. This is MHC class I binding data. (1) The peptide sequence is LIAGIILLIL. The binding affinity (normalized) is 0.460. The MHC is HLA-A02:06 with pseudo-sequence HLA-A02:06. (2) The peptide sequence is NPQGERRAF. The MHC is HLA-A23:01 with pseudo-sequence HLA-A23:01. The binding affinity (normalized) is 0.213. (3) The peptide sequence is EVFEIIRSY. The MHC is HLA-A02:06 with pseudo-sequence HLA-A02:06. The binding affinity (normalized) is 0.0847. (4) The peptide sequence is HLVDFQVTI. The MHC is HLA-A02:01 with pseudo-sequence HLA-A02:01. The binding affinity (normalized) is 1.00.